Dataset: NCI-60 drug combinations with 297,098 pairs across 59 cell lines. Task: Regression. Given two drug SMILES strings and cell line genomic features, predict the synergy score measuring deviation from expected non-interaction effect. (1) Drug 1: CC1OCC2C(O1)C(C(C(O2)OC3C4COC(=O)C4C(C5=CC6=C(C=C35)OCO6)C7=CC(=C(C(=C7)OC)O)OC)O)O. Drug 2: CN(CCCl)CCCl.Cl. Cell line: HOP-92. Synergy scores: CSS=40.1, Synergy_ZIP=-10.0, Synergy_Bliss=-7.94, Synergy_Loewe=-5.92, Synergy_HSA=-3.59. (2) Drug 1: CN1CCC(CC1)COC2=C(C=C3C(=C2)N=CN=C3NC4=C(C=C(C=C4)Br)F)OC. Drug 2: C1CN(P(=O)(OC1)NCCCl)CCCl. Cell line: OVCAR-5. Synergy scores: CSS=18.1, Synergy_ZIP=-5.71, Synergy_Bliss=-3.26, Synergy_Loewe=-24.7, Synergy_HSA=-2.41. (3) Drug 1: CS(=O)(=O)OCCCCOS(=O)(=O)C. Drug 2: CC(C)CN1C=NC2=C1C3=CC=CC=C3N=C2N. Cell line: A549. Synergy scores: CSS=30.8, Synergy_ZIP=-10.4, Synergy_Bliss=-5.34, Synergy_Loewe=-4.87, Synergy_HSA=-5.39.